Dataset: Full USPTO retrosynthesis dataset with 1.9M reactions from patents (1976-2016). Task: Predict the reactants needed to synthesize the given product. (1) The reactants are: [CH3:1][N:2]([CH2:4][C:5]1[CH:10]=[CH:9][C:8]([C:11]2[C:20]3[C:15](=[CH:16][CH:17]=[CH:18][C:19]=3[OH:21])[C:14]([O:22]C)=[N:13][CH:12]=2)=[CH:7][CH:6]=1)[CH3:3].Br.O. Given the product [CH3:3][N:2]([CH2:4][C:5]1[CH:6]=[CH:7][C:8]([C:11]2[C:20]3[C:15](=[CH:16][CH:17]=[CH:18][C:19]=3[OH:21])[C:14](=[O:22])[NH:13][CH:12]=2)=[CH:9][CH:10]=1)[CH3:1], predict the reactants needed to synthesize it. (2) Given the product [CH3:4][N:5]([C@@H:13]([CH2:18][CH:19]=[CH2:20])[C:14]([OH:16])=[O:15])[C:6](=[O:12])[CH2:7][CH2:8][CH2:9][CH2:10][CH3:11], predict the reactants needed to synthesize it. The reactants are: [Li+].[OH-].O.[CH3:4][N:5]([C@@H:13]([CH2:18][CH:19]=[CH2:20])[C:14]([O:16]C)=[O:15])[C:6](=[O:12])[CH2:7][CH2:8][CH2:9][CH2:10][CH3:11]. (3) The reactants are: C(N(CC)CC)C.ClC(Cl)(Cl)C(Cl)=O.[CH3:15][N:16]([CH3:33])[CH:17]1[C:26]2[CH2:25][O:24][C:23]([CH:27]=[N:28]O)=[CH:22][C:21]3=[CH:30][NH:31][CH:32]=[C:19]([C:20]=23)[CH2:18]1.C(=O)([O-])O.[Na+]. Given the product [CH3:15][N:16]([CH3:33])[CH:17]1[C:26]2[CH2:25][O:24][C:23]([C:27]#[N:28])=[CH:22][C:21]3=[CH:30][NH:31][CH:32]=[C:19]([C:20]=23)[CH2:18]1, predict the reactants needed to synthesize it. (4) Given the product [CH3:1][C:2]1[CH:7]=[CH:6][C:5]([S:8]([N:11]2[C:19]3[C:14](=[CH:15][CH:16]=[CH:17][CH:18]=3)[C:13]([CH2:20][N:22]3[CH2:28][CH2:27][CH2:26][NH:25][CH2:24][CH2:23]3)=[CH:12]2)(=[O:10])=[O:9])=[CH:4][CH:3]=1, predict the reactants needed to synthesize it. The reactants are: [CH3:1][C:2]1[CH:7]=[CH:6][C:5]([S:8]([N:11]2[C:19]3[C:14](=[CH:15][CH:16]=[CH:17][CH:18]=3)[C:13]([CH2:20]Cl)=[CH:12]2)(=[O:10])=[O:9])=[CH:4][CH:3]=1.[NH:22]1[CH2:28][CH2:27][CH2:26][NH:25][CH2:24][CH2:23]1.